Dataset: Catalyst prediction with 721,799 reactions and 888 catalyst types from USPTO. Task: Predict which catalyst facilitates the given reaction. Reactant: [F:1][C:2]1([F:17])[O:6][C:5]2[CH:7]=[CH:8][C:9]([C:11]3([C:14](Cl)=[O:15])[CH2:13][CH2:12]3)=[CH:10][C:4]=2[O:3]1.[Cl:18][C:19]1[N:24]=[C:23]([NH2:25])[CH:22]=[C:21]([CH3:26])[C:20]=1[CH3:27].CCN(CC)CC. Product: [Cl:18][C:19]1[N:24]=[C:23]([NH:25][C:14]([C:11]2([C:9]3[CH:8]=[CH:7][C:5]4[O:6][C:2]([F:17])([F:1])[O:3][C:4]=4[CH:10]=3)[CH2:13][CH2:12]2)=[O:15])[CH:22]=[C:21]([CH3:26])[C:20]=1[CH3:27]. The catalyst class is: 4.